From a dataset of Forward reaction prediction with 1.9M reactions from USPTO patents (1976-2016). Predict the product of the given reaction. (1) Given the reactants [CH3:1][C:2]1([C:7]2[O:11][C:10]([CH2:12][N:13]3[CH:17]=[C:16]([NH2:18])[CH:15]=[N:14]3)=[CH:9][CH:8]=2)[O:6]CCO1.[F:19][C:20]([F:36])([F:35])[C:21]1[CH:22]=[C:23]([C:27]2[O:31][CH:30]=[N:29][C:28]=2[C:32](O)=[O:33])[CH:24]=[CH:25][CH:26]=1, predict the reaction product. The product is: [C:2]([C:7]1[O:11][C:10]([CH2:12][N:13]2[CH:17]=[C:16]([NH:18][C:32]([C:28]3[N:29]=[CH:30][O:31][C:27]=3[C:23]3[CH:24]=[CH:25][CH:26]=[C:21]([C:20]([F:36])([F:19])[F:35])[CH:22]=3)=[O:33])[CH:15]=[N:14]2)=[CH:9][CH:8]=1)(=[O:6])[CH3:1]. (2) Given the reactants [ClH:1].[NH2:2][CH2:3][CH2:4][N:5]1[CH:9]=[CH:8][N:7]=[C:6]1[CH2:10][CH2:11][C:12]([N:14]1[CH2:19][CH2:18][CH:17]([N:20]([CH3:22])[CH3:21])[CH2:16][CH2:15]1)=[O:13], predict the reaction product. The product is: [ClH:1].[NH2:2][CH2:3][CH2:4][N:5]1[CH:9]=[CH:8][N:7]=[C:6]1[CH2:10][CH2:11][C:12]([N:14]1[CH2:19][CH2:18][CH:17]([N:20]([CH3:22])[CH3:21])[CH2:16][CH2:15]1)=[O:13]. (3) The product is: [N:24]1[CH:25]=[CH:26][CH:27]=[CH:28][C:23]=1[C:10]1[C:11]2[C:12]([NH:17][CH2:18][C:19]([F:21])([F:22])[F:20])=[N:13][CH:14]=[CH:15][C:16]=2[NH:8][N:9]=1. Given the reactants COC1C=CC(C[N:8]2[C:16]3[CH:15]=[CH:14][N:13]=[C:12]([NH:17][CH2:18][C:19]([F:22])([F:21])[F:20])[C:11]=3[C:10]([C:23]3[CH:28]=[CH:27][CH:26]=[CH:25][N:24]=3)=[N:9]2)=CC=1.C(NC1C2C([Sn](C)(C)C)=NN(CC3C=CC(OC)=CC=3)C=2C=CN=1)C.BrC1C=CC=CN=1.[Li+].[Cl-], predict the reaction product. (4) Given the reactants [F:1][C:2]1[CH:7]=[CH:6][C:5]([S:8]([NH:11][CH:12]([CH2:15][CH3:16])[CH2:13][CH3:14])(=[O:10])=[O:9])=[CH:4][CH:3]=1.BrC[C:19]1[CH:28]=[CH:27][C:22]([C:23]([O:25][CH3:26])=[O:24])=[CH:21][N:20]=1.C([O-])([O-])=O.[K+].[K+], predict the reaction product. The product is: [C:23]([O:25][CH2:26][N:11]([CH:12]([CH2:15][CH3:16])[CH2:13][CH3:14])[S:8]([C:5]1[CH:4]=[CH:3][C:2]([F:1])=[CH:7][CH:6]=1)(=[O:10])=[O:9])(=[O:24])[C:22]1[CH:27]=[CH:28][CH:19]=[N:20][CH:21]=1. (5) Given the reactants [F:1][C:2]([F:6])([F:5])[CH2:3][NH2:4].[CH:7]1([NH:10][C:11]([C:13]2[CH:14]=[C:15]([F:37])[C:16]([CH3:36])=[C:17]([C:19]3[CH:24]=[CH:23][C:22]([C:25](O)=[O:26])=[CH:21][C:20]=3[C:28]([NH:30][C:31]3[S:32][CH:33]=[CH:34][N:35]=3)=[O:29])[CH:18]=2)=[O:12])[CH2:9][CH2:8]1.Cl.CN(C)CCCN=C=NCC.CCOC(C)=O, predict the reaction product. The product is: [CH:7]1([NH:10][C:11]([C:13]2[CH:18]=[C:17]([C:19]3[C:20]([C:28]([NH:30][C:31]4[S:32][CH:33]=[CH:34][N:35]=4)=[O:29])=[CH:21][C:22]([C:25]([NH:4][CH2:3][C:2]([F:6])([F:5])[F:1])=[O:26])=[CH:23][CH:24]=3)[C:16]([CH3:36])=[C:15]([F:37])[CH:14]=2)=[O:12])[CH2:9][CH2:8]1. (6) Given the reactants [CH3:1][O:2][C:3](=[O:26])[C:4]1[CH:9]=[C:8]([O:10][CH3:11])[C:7]([OH:12])=[C:6]([NH:13][S:14]([C:17]2[CH:22]=[C:21]([Cl:23])[CH:20]=[CH:19][C:18]=2[O:24][CH3:25])(=[O:16])=[O:15])[CH:5]=1.Br[CH2:28][CH2:29]Br, predict the reaction product. The product is: [CH3:1][O:2][C:3]([C:4]1[CH:9]=[C:8]([O:10][CH3:11])[C:7]2[O:12][CH2:29][CH2:28][N:13]([S:14]([C:17]3[CH:22]=[C:21]([Cl:23])[CH:20]=[CH:19][C:18]=3[O:24][CH3:25])(=[O:16])=[O:15])[C:6]=2[CH:5]=1)=[O:26]. (7) Given the reactants [CH:1]1([CH:4]([O:6][C:7](=[O:34])[NH:8][C:9]2[CH:14]=[CH:13][C:12]([C:15]3[N:16]([CH:30]4[CH2:33][CH2:32][CH2:31]4)[C:17]4[C:22]([C:23]=3[C:24]#[N:25])=[CH:21][CH:20]=[C:19]([O:26][CH2:27][CH2:28]Cl)[CH:18]=4)=[CH:11][CH:10]=2)[CH3:5])[CH2:3][CH2:2]1.CN(C=O)C.CC#N.[I-].[Na+].[CH3:45][S:46]([O-:48])=[O:47].[Na+], predict the reaction product. The product is: [CH:1]1([CH:4]([O:6][C:7](=[O:34])[NH:8][C:9]2[CH:14]=[CH:13][C:12]([C:15]3[N:16]([CH:30]4[CH2:33][CH2:32][CH2:31]4)[C:17]4[C:22]([C:23]=3[C:24]#[N:25])=[CH:21][CH:20]=[C:19]([O:26][CH2:27][CH2:28][S:46]([CH3:45])(=[O:48])=[O:47])[CH:18]=4)=[CH:11][CH:10]=2)[CH3:5])[CH2:3][CH2:2]1. (8) Given the reactants [Cl:1][C:2]1[CH:3]=[C:4]2[C:9](=[C:10](Cl)[CH:11]=1)[CH2:8][N:7]([CH3:13])[CH2:6][C@H:5]2[C:14]1[CH:19]=[CH:18][CH:17]=[CH:16][C:15]=1[N:20]1[C:24](=[O:25])[CH2:23][CH2:22][C:21]1=[O:26].[H][H], predict the reaction product. The product is: [ClH:1].[CH3:13][N:7]1[CH2:6][C@@H:5]([C:14]2[CH:19]=[CH:18][CH:17]=[CH:16][C:15]=2[N:20]2[C:21](=[O:26])[CH2:22][CH2:23][C:24]2=[O:25])[C:4]2[C:9](=[CH:10][CH:11]=[CH:2][CH:3]=2)[CH2:8]1. (9) Given the reactants N1C=CC=C[C:2]=1C(O)=O.[NH2:10][C:11]1[C:16]([C:17]2[CH:22]=[CH:21][C:20]([OH:23])=[CH:19][CH:18]=2)=[CH:15][CH:14]=[CH:13][N:12]=1.P([O-])([O-])([O-])=O.[K+].[K+].[K+].Br[C:33]1[CH:38]=[CH:37][CH:36]=[C:35]([C:39]([F:42])([F:41])[CH3:40])[CH:34]=1, predict the reaction product. The product is: [F:41][C:39]([C:35]1[CH:34]=[C:33]([CH:38]=[CH:37][CH:36]=1)[O:23][C:20]1[CH:21]=[CH:22][C:17]([C:16]2[C:11]([NH2:10])=[N:12][CH:13]=[C:14]([CH3:2])[CH:15]=2)=[CH:18][CH:19]=1)([F:42])[CH3:40].